This data is from Experimentally validated miRNA-target interactions with 360,000+ pairs, plus equal number of negative samples. The task is: Binary Classification. Given a miRNA mature sequence and a target amino acid sequence, predict their likelihood of interaction. (1) The miRNA is hsa-miR-3679-3p with sequence CUUCCCCCCAGUAAUCUUCAUC. The protein sequence of the target gene is MEPAEDSLGATIQPPELVRVPRGRSLRILLGLRGALSPDVRREAAALVALAGPVFLAQLMIFLISIVSSIFCGHLGKVELDAVTLAVSVVNVTGISVGTGLASACDTLMSQSFGGKNLKRVGVILQRGILILLLCCFPCWAIFLNTERLLLLLRQDPDVARLAQVYVMICIPALPAAFLFQLQTRYLQSQGIIMPQVIVGIAANVVNVGMNAFLLYALDLGVVGSAWANTTSQFFLSALLFLYVWWKRIHIHTWGGWTRECFQEWSSYTRLAIPSMFMVCIEWWTFEIGTFLAGLVNVTE.... Result: 0 (no interaction). (2) The miRNA is mmu-miR-210-3p with sequence CUGUGCGUGUGACAGCGGCUGA. The protein sequence of the target gene is MDTAEDPAWLQLLQKDSSPPGPRPTAFFCPQDGSLGAGSSAMRDYCPSQQKASPAPPRHTPDQSPGMESRHRSPSGAGEGASCSDGPRGSLACPSPTCFSPQESPSKETLEAHGASISGTPEATTSGKPEPVSSVKTEPKSSDDRNPMFLEKMDFKSSKQADSTSIGKEDPGSSRKADPMFTGKAEPEILGKGDPVAPGRMDPMTVRKEDLGSLGKVDPLCSSKTYTVSPRKEDPGSLRKVDPVSSDKVDPVFPRKEEPRYSGKEHPVSSEKVAPTSAEKVDLVLSGKRDPGPSGKADPM.... Result: 0 (no interaction). (3) The miRNA is hsa-miR-6893-5p with sequence CAGGCAGGUGUAGGGUGGAGC. The protein sequence of the target gene is MESISMMGSPKSLSETFLPNGINGIKDARKVTVGVIGSGDFAKSLTIRLIRCGYHVVIGSRNPKFASEFFPHVVDVTHHEDALTKTNIIFVAIHREHYTSLWDLRHLLVGKILIDVSNNMRINQYPESNAEYLASLFPDSLIVKGFNVVSAWALQLGPKDASRQVYICSNNIQARQQVIELARQLNFIPIDLGSLSSAREIENLPLRLFTLWRGPVVVAISLATFFFLYSFVRDVIHPYARNQQSDFYKIPIEIVNKTLPIVAITLLSLVYLAGLLAAAYQLYYGTKYRRFPPWLETWLQ.... Result: 1 (interaction). (4) The miRNA is hsa-miR-208a-5p with sequence GAGCUUUUGGCCCGGGUUAUAC. The protein sequence of the target gene is MVMSSYMVNSKYVDPKFPPCEEYLQGGYLGEQGADYYGGGAQGADFQPPGLYPRPDFGEQPFGGSGPGPGSALPARGHGQEPGGPGGHYAAPGEPCPAPPAPPPAPLPGARAYSQSDPKQPPSGTALKQPAVVYPWMKKVHVNSVNPNYTGGEPKRSRTAYTRQQVLELEKEFHFNRYLTRRRRIEIAHTLCLSERQIKIWFQNRRMKWKKDHKLPNTKGRSSSSSSSSSCSSSVAPSQHLQPMAKDHHTDLTTL. Result: 0 (no interaction). (5) The miRNA is mmu-miR-3071-5p with sequence ACUCAUUUGAGACGAUGAUGGA. The protein sequence of the target gene is MRPAALRGALLGCLCLALLCLGGADKRLRDNHEWKKLIMVQHWPETVCEKIQNDCRDPPDYWTIHGLWPDKSEGCNRSWPFNLEEIKDLLPEMRAYWPDVIHSFPNRSRFWKHEWEKHGTCAAQVDALNSQKKYFGRSLELYRELDLNSVLLKLGIKPSINYYQVADFKDALARVYGVIPKIQCLPPSQDEEVQTIGQIELCLTKQDQQLQNCTEPGEQPSPKQEVWLANGAAESRGLRVCEDGPVFYPPPKKTKH. Result: 0 (no interaction). (6) The miRNA is cel-miR-270 with sequence GGCAUGAUGUAGCAGUGGAG. The protein sequence of the target gene is MGLRAGGALRRAGAGPGAPEGQGPGGAQGGSIHSGCIATVHNVPIAVLIRPLPSVLDPAKVQSLVDTILADPDSVPPIDVLWIKGAQGGDYYYSFGGCHRYAAYQQLQRETIPAKLVRSTLSDLRMYLGASTPDLQ. Result: 0 (no interaction). (7) The miRNA is hsa-miR-7156-5p with sequence UUGUUCUCAAACUGGCUGUCAGA. The protein sequence of the target gene is MWLPRVSSTAVTALLLAQTFLLLFLVSRPGPSSPAGGEARVHVLVLSSWRSGSSFVGQLFNQHPDVFYLMEPAWHVWTTLSQGSAATLHMAVRDLVRSVFLCDMDVFDAYLPWRRNLSDLFQWAVSRALCSPPACSAFPRGAISSEAVCKPLCARQSFTLAREACRSYSHVVLKEVRFFNLQVLYPLLSDPALNLRIVHLVRDPRAVLRSREQTAKALARDNGIVLGTNGTWVEADPGLRVVREVCRSHVRIAEAATLKPPPFLRGRYRLVRFEDLAREPLAEIRALYAFTGLSLTPQLE.... Result: 0 (no interaction). (8) The miRNA is mmu-miR-34b-5p with sequence AGGCAGUGUAAUUAGCUGAUUGU. The protein sequence of the target gene is MQPPVPGPLGLLDPAEGLSRRKKTSLWFVGSLLLVSVLIVTVGLAATTRTENVTVGGYYPGIILGFGSFLGIIGINLVENRRQMLVAAIVFISFGVVAAFCCAIVDGVFAAQHIEPRPLTTGRCQFYSSGVGYLYDVYQTEVTCHSLDGKCQLKVRSNTCYCCDLYACGSAEPSPAYYEFIGVSGCQDVLHLYRLLWASAVLNVLGLFLGIITAAVLGAFKDMVPLSQLAYGPAVPPQTLYNPAQQILAYAGFRLTPEPVPTCSSYPLPLQPCSRFPVAPSSALASSEDLQPPSPSSSGS.... Result: 0 (no interaction).